This data is from Forward reaction prediction with 1.9M reactions from USPTO patents (1976-2016). The task is: Predict the product of the given reaction. (1) Given the reactants CC1(C)[O:7][CH2:6][CH:5]([C:8]2[CH:37]=[CH:36][C:11]([O:12][C:13]3[N:18]=[CH:17][N:16]=[C:15]([N:19]4[CH2:24][CH2:23][CH:22]([C:25]5[O:29][N:28]=[C:27]([CH:30]([CH3:32])[CH3:31])[N:26]=5)[CH2:21][CH2:20]4)[C:14]=3[N+:33]([O-:35])=[O:34])=[CH:10][CH:9]=2)[CH2:4][O:3]1.Cl, predict the reaction product. The product is: [CH:30]([C:27]1[N:26]=[C:25]([CH:22]2[CH2:21][CH2:20][N:19]([C:15]3[N:16]=[CH:17][N:18]=[C:13]([O:12][C:11]4[CH:36]=[CH:37][C:8]([CH:5]([CH2:6][OH:7])[CH2:4][OH:3])=[CH:9][CH:10]=4)[C:14]=3[N+:33]([O-:35])=[O:34])[CH2:24][CH2:23]2)[O:29][N:28]=1)([CH3:32])[CH3:31]. (2) Given the reactants [CH3:1][O:2][C:3]1[CH:4]=[C:5]([CH:16]=[CH:17][CH:18]=1)[C:6](=[NH:15])[NH:7][C:8]1[CH:13]=[CH:12][CH:11]=[CH:10][C:9]=1[CH3:14].Cl[CH2:20][CH:21]=O.C(=O)(O)[O-].[Na+], predict the reaction product. The product is: [CH3:1][O:2][C:3]1[CH:4]=[C:5]([C:6]2[N:7]([C:8]3[CH:13]=[CH:12][CH:11]=[CH:10][C:9]=3[CH3:14])[CH:20]=[CH:21][N:15]=2)[CH:16]=[CH:17][CH:18]=1.